Predict the reaction yield, written as a fraction of the theoretical maximum amount of product (1.0 means a 100% yield; for example, 0.34 means a 34% yield). From a dataset of Reaction yield outcomes from USPTO patents with 853,638 reactions. (1) The product is [CH2:28]([O:35][CH2:36][C@@H:18]1[C@@H:17]([CH2:13][CH2:14][CH2:15][CH3:16])[CH2:21][O:20][C:19]1=[O:22])[C:29]1[CH:34]=[CH:33][CH:32]=[CH:31][CH:30]=1. The catalyst is C1COCC1.ClCCl.[Br-].[Zn+2].[Br-]. The reactants are C(NC(C)C)(C)C.C([Li])CCC.[CH2:13]([C@H:17]1[CH2:21][O:20][C:19](=[O:22])[CH2:18]1)[CH2:14][CH2:15][CH3:16].C[Si](Cl)(C)C.[CH2:28]([O:35][CH2:36]Cl)[C:29]1[CH:34]=[CH:33][CH:32]=[CH:31][CH:30]=1. The yield is 0.660. (2) The reactants are C1(P(C2C=CC=CC=2)C2C=CC=CC=2)C=CC=CC=1.[OH:20][C:21]1[CH:30]=[C:29]2[C:24]([C:25](=[O:39])[N:26]([CH2:31][O:32][C:33](=[O:38])[C:34]([CH3:37])([CH3:36])[CH3:35])[CH:27]=[N:28]2)=[CH:23][C:22]=1[O:40][CH3:41].[C:42]([O:46][C:47]([N:49]1[CH2:54][CH2:53][CH:52]([CH2:55]O)[CH2:51][CH2:50]1)=[O:48])([CH3:45])([CH3:44])[CH3:43].N(C(OCC)=O)=NC(OCC)=O. The catalyst is C(Cl)Cl. The product is [C:42]([O:46][C:47]([N:49]1[CH2:54][CH2:53][CH:52]([CH2:55][O:20][C:21]2[CH:30]=[C:29]3[C:24]([C:25](=[O:39])[N:26]([CH2:31][O:32][C:33](=[O:38])[C:34]([CH3:35])([CH3:36])[CH3:37])[CH:27]=[N:28]3)=[CH:23][C:22]=2[O:40][CH3:41])[CH2:51][CH2:50]1)=[O:48])([CH3:45])([CH3:43])[CH3:44]. The yield is 0.920. (3) The reactants are [OH:1][CH:2]([C:19]1[CH:24]=[CH:23][CH:22]=[CH:21][CH:20]=1)[CH2:3][O:4][C:5]1[CH:18]=[CH:17][C:8]([CH:9]=[C:10]2[S:14][C:13](=[O:15])[NH:12][C:11]2=[O:16])=[CH:7][CH:6]=1.O.[BH4-].[Na+].C(O)(=O)C. The catalyst is C1COCC1.[OH-].[Na+].O.O.O.O.O.O.[Co](Cl)Cl.CC(=NO)C(C)=NO. The product is [OH:1][CH:2]([C:19]1[CH:20]=[CH:21][CH:22]=[CH:23][CH:24]=1)[CH2:3][O:4][C:5]1[CH:18]=[CH:17][C:8]([CH2:9][CH:10]2[S:14][C:13](=[O:15])[NH:12][C:11]2=[O:16])=[CH:7][CH:6]=1. The yield is 0.760. (4) The reactants are C([O:3][C:4]([C:6]1[N:7]([C:32]2[CH:37]=[CH:36][C:35]([O:38][CH:39]([CH3:41])[CH3:40])=[CH:34][CH:33]=2)[C:8]2[C:13]([C:14]=1N1CCOCC1)=[C:12](C)[C:11]([C:22]1[CH:27]=[CH:26][C:25]([C:28]([CH3:31])([CH3:30])[CH3:29])=[CH:24][CH:23]=1)=[CH:10][CH:9]=2)=[O:5])C.[OH-:42].[Na+].Cl. The catalyst is O1CCOCC1. The product is [C:28]([C:25]1[CH:26]=[CH:27][C:22]([C:11]2[CH:12]=[C:13]3[C:8](=[CH:9][CH:10]=2)[N:7]([C:32]2[CH:33]=[CH:34][C:35]([O:38][CH:39]([CH3:41])[CH3:40])=[CH:36][CH:37]=2)[C:6]([C:4]([OH:3])=[O:5])=[C:14]3[CH2:32][N:7]2[CH2:8][CH2:9][O:42][CH2:4][CH2:6]2)=[CH:23][CH:24]=1)([CH3:29])([CH3:31])[CH3:30]. The yield is 0.590.